Task: Predict the reactants needed to synthesize the given product.. Dataset: Full USPTO retrosynthesis dataset with 1.9M reactions from patents (1976-2016) (1) Given the product [F:15][C:5]([F:16])([C:6]1[CH:11]=[CH:10][CH:9]=[CH:8][C:7]=1[N+:12]([O-:14])=[O:13])[C:4]([OH:17])=[O:3], predict the reactants needed to synthesize it. The reactants are: C([O:3][C:4](=[O:17])[C:5]([F:16])([F:15])[C:6]1[CH:11]=[CH:10][CH:9]=[CH:8][C:7]=1[N+:12]([O-:14])=[O:13])C.Cl. (2) Given the product [C:1]([O:5][C:6](=[O:26])[N:7]([C@H:8]([C:10](=[O:24])[NH:11][C@@H:12]1[C:18](=[O:19])[N:17]([CH2:35][C:34]2[C:30]3[CH:29]=[C:28]([Br:27])[CH:38]=[CH:37][C:31]=3[S:32][CH:33]=2)[C:16]2[CH:20]=[CH:21][CH:22]=[CH:23][C:15]=2[CH2:14][CH2:13]1)[CH3:9])[CH3:25])([CH3:4])([CH3:2])[CH3:3], predict the reactants needed to synthesize it. The reactants are: [C:1]([O:5][C:6](=[O:26])[N:7]([CH3:25])[C@H:8]([C:10](=[O:24])[NH:11][C@@H:12]1[C:18](=[O:19])[NH:17][C:16]2[CH:20]=[CH:21][CH:22]=[CH:23][C:15]=2[CH2:14][CH2:13]1)[CH3:9])([CH3:4])([CH3:3])[CH3:2].[Br:27][C:28]1[CH:38]=[CH:37][C:31]2[S:32][CH:33]=[C:34]([CH2:35]Cl)[C:30]=2[CH:29]=1. (3) Given the product [Br:1][C:2]1[CH:3]=[C:4]([CH:7]=[CH:8][C:9]=1[O:10][CH2:18][O:19][CH3:20])[CH:5]=[O:6], predict the reactants needed to synthesize it. The reactants are: [Br:1][C:2]1[CH:3]=[C:4]([CH:7]=[CH:8][C:9]=1[OH:10])[CH:5]=[O:6].C(=O)([O-])[O-].[K+].[K+].Cl[CH2:18][O:19][CH2:20]Cl. (4) Given the product [C:6]([N:10]1[C:14](=[O:15])[C:13]([NH:5][C:1]([CH3:4])([CH3:3])[CH3:2])=[C:12]([C:17]2[CH:22]=[CH:21][CH:20]=[CH:19][CH:18]=2)[S:11]1(=[O:24])=[O:23])([CH3:9])([CH3:8])[CH3:7], predict the reactants needed to synthesize it. The reactants are: [C:1]([NH2:5])([CH3:4])([CH3:3])[CH3:2].[C:6]([N:10]1[C:14](=[O:15])[C:13](Cl)=[C:12]([C:17]2[CH:22]=[CH:21][CH:20]=[CH:19][CH:18]=2)[S:11]1(=[O:24])=[O:23])([CH3:9])([CH3:8])[CH3:7]. (5) Given the product [F:50][CH:49]([F:51])[O:48][C:39]1[CH:40]=[CH:41][C:42]2[C:47](=[CH:46][CH:45]=[CH:44][CH:43]=2)[C:38]=1[CH2:37][N:15]1[C:14](=[O:29])[C@@H:13]([NH:12][C:11](=[O:30])[C@@H:10]([N:2]([CH3:1])[C:3](=[O:9])[O:4][C:5]([CH3:8])([CH3:6])[CH3:7])[CH3:31])[C:19]2([CH2:20][CH2:21][O:22][CH2:23][CH2:24]2)[O:18][C:17]2[CH:25]=[CH:26][CH:27]=[CH:28][C:16]1=2.[F:50][CH:49]([F:51])[O:48][C:39]1[CH:40]=[CH:41][C:42]2[C:47](=[CH:46][CH:45]=[CH:44][CH:43]=2)[C:38]=1[CH2:37][N:15]1[C:14](=[O:29])[C@H:13]([NH:12][C:11](=[O:30])[C@@H:10]([N:2]([CH3:1])[C:3](=[O:9])[O:4][C:5]([CH3:8])([CH3:6])[CH3:7])[CH3:31])[C:19]2([CH2:20][CH2:21][O:22][CH2:23][CH2:24]2)[O:18][C:17]2[CH:25]=[CH:26][CH:27]=[CH:28][C:16]1=2, predict the reactants needed to synthesize it. The reactants are: [CH3:1][N:2]([C@@H:10]([CH3:31])[C:11](=[O:30])[NH:12][CH:13]1[C:19]2([CH2:24][CH2:23][O:22][CH2:21][CH2:20]2)[O:18][C:17]2[CH:25]=[CH:26][CH:27]=[CH:28][C:16]=2[NH:15][C:14]1=[O:29])[C:3](=[O:9])[O:4][C:5]([CH3:8])([CH3:7])[CH3:6].CS(O[CH2:37][C:38]1[C:47]2[C:42](=[CH:43][CH:44]=[CH:45][CH:46]=2)[CH:41]=[CH:40][C:39]=1[O:48][CH:49]([F:51])[F:50])(=O)=O.C([O-])([O-])=O.[Cs+].[Cs+].